Dataset: Reaction yield outcomes from USPTO patents with 853,638 reactions. Task: Predict the reaction yield, written as a fraction of the theoretical maximum amount of product (1.0 means a 100% yield; for example, 0.34 means a 34% yield). (1) The reactants are [I:1][CH2:2][CH2:3][CH2:4][CH2:5][CH2:6][CH2:7][CH2:8][CH2:9][CH2:10][CH2:11]I.[CH:13]1[C:22]2[C:17](=[CH:18][CH:19]=[CH:20][CH:21]=2)[CH:16]=[CH:15][N:14]=1. No catalyst specified. The product is [I-:1].[I-:1].[CH2:2]([N+:14]1[CH:15]=[CH:16][C:17]2[C:22](=[CH:21][CH:20]=[CH:19][CH:18]=2)[CH:13]=1)[CH2:3][CH2:4][CH2:5][CH2:6][CH2:7][CH2:8][CH2:9][CH2:10][CH2:11][N+:14]1[CH:15]=[CH:16][C:17]2[C:22](=[CH:21][CH:20]=[CH:19][CH:18]=2)[CH:13]=1. The yield is 0.920. (2) The reactants are [CH3:1][C:2]1[CH:3]=[CH:4][C:5]([N+:11]([O-:13])=[O:12])=[C:6]([CH:10]=1)[C:7]([OH:9])=O.C(Cl)(=O)C(Cl)=O.[NH2:20][C:21]1[CH:26]=[CH:25][C:24]([Cl:27])=[CH:23][N:22]=1.N1C=CC=CC=1. The catalyst is ClCCl.CN(C)C=O. The product is [Cl:27][C:24]1[CH:25]=[CH:26][C:21]([NH:20][C:7]([C:6]2[CH:10]=[C:2]([CH3:1])[CH:3]=[CH:4][C:5]=2[N+:11]([O-:13])=[O:12])=[O:9])=[N:22][CH:23]=1. The yield is 0.920.